This data is from Peptide-MHC class I binding affinity with 185,985 pairs from IEDB/IMGT. The task is: Regression. Given a peptide amino acid sequence and an MHC pseudo amino acid sequence, predict their binding affinity value. This is MHC class I binding data. (1) The peptide sequence is WLGNIIMYA. The MHC is HLA-A02:02 with pseudo-sequence HLA-A02:02. The binding affinity (normalized) is 0.920. (2) The peptide sequence is MVLAFITFLR. The MHC is HLA-A68:01 with pseudo-sequence HLA-A68:01. The binding affinity (normalized) is 0.736. (3) The peptide sequence is EVWGMRWPI. The MHC is HLA-A11:01 with pseudo-sequence HLA-A11:01. The binding affinity (normalized) is 0.0847. (4) The peptide sequence is AVRLVVGPL. The MHC is HLA-B58:01 with pseudo-sequence HLA-B58:01. The binding affinity (normalized) is 0.0847.